This data is from Reaction yield outcomes from USPTO patents with 853,638 reactions. The task is: Predict the reaction yield, written as a fraction of the theoretical maximum amount of product (1.0 means a 100% yield; for example, 0.34 means a 34% yield). (1) The reactants are C([O:4][C:5]1[CH:20]=[CH:19][C:8]([CH2:9][O:10][CH2:11][CH2:12][C:13]2[CH:17]=[CH:16][N:15](C)[N:14]=2)=[C:7]([CH3:21])[CH:6]=1)C=C.[CH3:22]N1C(=O)CC(=O)N(C)C1=O. The catalyst is ClCCl.C1C=CC([P]([Pd]([P](C2C=CC=CC=2)(C2C=CC=CC=2)C2C=CC=CC=2)([P](C2C=CC=CC=2)(C2C=CC=CC=2)C2C=CC=CC=2)[P](C2C=CC=CC=2)(C2C=CC=CC=2)C2C=CC=CC=2)(C2C=CC=CC=2)C2C=CC=CC=2)=CC=1. The product is [CH3:21][C:7]1[CH:6]=[C:5]([OH:4])[CH:20]=[CH:19][C:8]=1[CH2:9][O:10][CH2:11][CH2:12][C:13]1[N:14]([CH3:22])[N:15]=[CH:16][CH:17]=1. The yield is 0.290. (2) The reactants are C([O:5][C:6](=[O:51])[C:7]1[CH:12]=[CH:11][CH:10]=[C:9]([CH2:13][CH:14]([NH:28][C:29](=[O:48])[CH2:30][N:31]2[CH2:36][CH2:35][N:34]([C:37](=[O:47])[CH2:38][NH:39]C(OC(C)(C)C)=O)[CH2:33][CH2:32]2)[B:15]2[O:23]C3C(C)(C4CC(C3)C4(C)C)[O:16]2)[C:8]=1OC)(C)(C)C.B(Cl)(Cl)Cl. No catalyst specified. The product is [NH2:39][CH2:38][C:37]([N:34]1[CH2:33][CH2:32][N:31]([CH2:30][C:29]([NH:28][CH:14]2[CH2:13][C:9]3[CH:10]=[CH:11][CH:12]=[C:7]([C:6]([OH:5])=[O:51])[C:8]=3[O:23][B:15]2[OH:16])=[O:48])[CH2:36][CH2:35]1)=[O:47]. The yield is 0.140. (3) The reactants are Br[C:2]1[C:3]2[CH:13]=[CH:12][CH:11]=[CH:10][C:4]=2[S:5][C:6]=1[N+:7]([O-:9])=[O:8].[NH2:14][C:15]1[CH:20]=[CH:19][CH:18]=[CH:17][CH:16]=1.C(N(CC)CC)C. The catalyst is CN(C=O)C. The product is [N+:7]([C:6]1[S:5][C:4]2[CH:10]=[CH:11][CH:12]=[CH:13][C:3]=2[C:2]=1[NH:14][C:15]1[CH:20]=[CH:19][CH:18]=[CH:17][CH:16]=1)([O-:9])=[O:8]. The yield is 0.960. (4) The reactants are [Si]([O:8][C@@H:9]1[CH2:13][C:12]([C:14]2[CH:19]=[CH:18][CH:17]=[C:16]([F:20])[CH:15]=2)=[N:11][CH2:10]1)(C(C)(C)C)(C)C.CC(O)=O.[BH4-].[Na+]. The catalyst is CO. The product is [F:20][C:16]1[CH:15]=[C:14]([C@@H:12]2[NH:11][CH2:10][C@H:9]([OH:8])[CH2:13]2)[CH:19]=[CH:18][CH:17]=1. The yield is 0.950.